Task: Regression. Given two drug SMILES strings and cell line genomic features, predict the synergy score measuring deviation from expected non-interaction effect.. Dataset: NCI-60 drug combinations with 297,098 pairs across 59 cell lines (1) Drug 1: CC12CCC3C(C1CCC2=O)CC(=C)C4=CC(=O)C=CC34C. Drug 2: CC1=C2C(C(=O)C3(C(CC4C(C3C(C(C2(C)C)(CC1OC(=O)C(C(C5=CC=CC=C5)NC(=O)C6=CC=CC=C6)O)O)OC(=O)C7=CC=CC=C7)(CO4)OC(=O)C)O)C)OC(=O)C. Cell line: NCI-H460. Synergy scores: CSS=59.8, Synergy_ZIP=-1.82, Synergy_Bliss=-3.13, Synergy_Loewe=-11.5, Synergy_HSA=-0.110. (2) Drug 1: COCCOC1=C(C=C2C(=C1)C(=NC=N2)NC3=CC=CC(=C3)C#C)OCCOC.Cl. Drug 2: N.N.Cl[Pt+2]Cl. Cell line: MOLT-4. Synergy scores: CSS=47.5, Synergy_ZIP=-1.48, Synergy_Bliss=-3.05, Synergy_Loewe=-13.2, Synergy_HSA=-4.09. (3) Drug 1: C(CC(=O)O)C(=O)CN.Cl. Drug 2: C1C(C(OC1N2C=NC3=C2NC=NCC3O)CO)O. Cell line: DU-145. Synergy scores: CSS=-7.84, Synergy_ZIP=1.25, Synergy_Bliss=-3.61, Synergy_Loewe=-7.18, Synergy_HSA=-7.98.